Dataset: Forward reaction prediction with 1.9M reactions from USPTO patents (1976-2016). Task: Predict the product of the given reaction. (1) Given the reactants [CH2:1]([O:3][C:4](=[O:13])[CH2:5][C:6]1[N:7]=[N:8][C:9]([Cl:12])=[CH:10][CH:11]=1)[CH3:2].Br[CH2:15][CH2:16]Br, predict the reaction product. The product is: [CH2:1]([O:3][C:4]([C:5]1([C:6]2[N:7]=[N:8][C:9]([Cl:12])=[CH:10][CH:11]=2)[CH2:16][CH2:15]1)=[O:13])[CH3:2]. (2) The product is: [CH2:1]([O:3][C:4](=[O:24])[CH:5]([O:21][CH2:22][CH3:23])[CH2:6][C:7]1[CH:8]=[CH:9][C:10]([OH:13])=[CH:11][CH:12]=1)[CH3:2]. Given the reactants [CH2:1]([O:3][C:4](=[O:24])[C:5]([O:21][CH2:22][CH3:23])=[CH:6][C:7]1[CH:12]=[CH:11][C:10]([O:13]CC2C=CC=CC=2)=[CH:9][CH:8]=1)[CH3:2], predict the reaction product. (3) Given the reactants [CH3:1][O:2][C:3](=[O:29])/[CH:4]=[CH:5]/[C:6]1[CH:7]=[C:8]2[C:25](=[CH:26][CH:27]=1)[O:24][C:11]1([CH2:16][CH2:15][N:14]([C:17](OC(C)(C)C)=O)[CH2:13][CH2:12]1)[CH2:10][C:9]2=[O:28].BrC([C:33]1[CH:38]=[CH:37][CH:36]=[CH:35][CH:34]=1)C.[CH2:39](Cl)Cl, predict the reaction product. The product is: [CH3:1][O:2][C:3](=[O:29])/[CH:4]=[CH:5]/[C:6]1[CH:7]=[C:8]2[C:25](=[CH:26][CH:27]=1)[O:24][C:11]1([CH2:16][CH2:15][N:14]([CH:17]([C:33]3[CH:38]=[CH:37][CH:36]=[CH:35][CH:34]=3)[CH3:39])[CH2:13][CH2:12]1)[CH2:10][C:9]2=[O:28]. (4) Given the reactants O[CH2:2][C:3]1[CH:12]=[N:11][C:10]2[N:9]3[CH2:13][CH2:14][CH2:15][CH2:16][C@H:8]3[C:7](=[O:17])[NH:6][C:5]=2[CH:4]=1.[I-].C(C[P+](C)(C)C)#N.CCN(C(C)C)C(C)C.[CH2:35]([NH:37][C:38](=[O:51])[C:39]1[CH:44]=[CH:43][C:42]([N:45]2[CH2:50][CH2:49][NH:48][CH2:47][CH2:46]2)=[CH:41][CH:40]=1)[CH3:36], predict the reaction product. The product is: [CH2:35]([NH:37][C:38](=[O:51])[C:39]1[CH:40]=[CH:41][C:42]([N:45]2[CH2:46][CH2:47][N:48]([CH2:2][C:3]3[CH:12]=[N:11][C:10]4[N:9]5[CH2:13][CH2:14][CH2:15][CH2:16][C@H:8]5[C:7](=[O:17])[NH:6][C:5]=4[CH:4]=3)[CH2:49][CH2:50]2)=[CH:43][CH:44]=1)[CH3:36]. (5) Given the reactants [F:1][C:2]1[CH:3]=[C:4]([N+:9]([O-])=O)[CH:5]=[CH:6][C:7]=1F.[NH:12]1[CH2:17][CH2:16][O:15][CH2:14][CH2:13]1.O.C(O)(=O)CC(CC(O)=O)(C(O)=O)O.[H][H], predict the reaction product. The product is: [F:1][C:2]1[CH:3]=[C:4]([CH:5]=[CH:6][C:7]=1[N:12]1[CH2:17][CH2:16][O:15][CH2:14][CH2:13]1)[NH2:9].